From a dataset of Forward reaction prediction with 1.9M reactions from USPTO patents (1976-2016). Predict the product of the given reaction. (1) The product is: [C:1]1([C:24]2[CH:29]=[CH:28][CH:27]=[CH:26][CH:25]=2)[CH:6]=[CH:5][C:4]([CH:7]([NH:12][C:13]([CH2:14][NH:15][C:16](=[O:17])[O:18][C:19]([CH3:22])([CH3:20])[CH3:21])=[O:23])[CH2:8][C:9](=[O:10])[NH2:32])=[CH:3][CH:2]=1. Given the reactants [C:1]1([C:24]2[CH:29]=[CH:28][CH:27]=[CH:26][CH:25]=2)[CH:6]=[CH:5][C:4]([CH:7]([NH:12][C:13](=[O:23])[CH2:14][NH:15][C:16]([O:18][C:19]([CH3:22])([CH3:21])[CH3:20])=[O:17])[CH2:8][C:9](O)=[O:10])=[CH:3][CH:2]=1.C([N:32](CC)CC)C.ClC(OCC)=O.N, predict the reaction product. (2) Given the reactants [OH:1][C:2]1[C:11]2[C:6](=[CH:7][C:8]([C:12]([F:15])([F:14])[F:13])=[CH:9][CH:10]=2)[N:5]=[CH:4][C:3]=1[C:16]([O:18][CH2:19][CH3:20])=[O:17].[CH3:21]N(C=O)C.C(=O)([O-])[O-].[K+].[K+].CI, predict the reaction product. The product is: [CH3:21][N:5]1[C:6]2[C:11](=[CH:10][CH:9]=[C:8]([C:12]([F:15])([F:13])[F:14])[CH:7]=2)[C:2](=[O:1])[C:3]([C:16]([O:18][CH2:19][CH3:20])=[O:17])=[CH:4]1. (3) Given the reactants [CH3:1][C:2]1[CH:7]=[CH:6][CH:5]=[C:4]([CH3:8])[C:3]=1[NH:9][C:10](=[O:14])[CH2:11][CH2:12]Br.[C:15]([N:25]1[CH2:30][CH2:29][NH:28][CH2:27][CH2:26]1)([O:17][CH2:18][C:19]1[CH:24]=[CH:23][CH:22]=[CH:21][CH:20]=1)=[O:16].C(=O)([O-])[O-].[K+].[K+], predict the reaction product. The product is: [CH3:1][C:2]1[CH:7]=[CH:6][CH:5]=[C:4]([CH3:8])[C:3]=1[NH:9][C:10](=[O:14])[CH2:11][CH2:12][N:28]1[CH2:27][CH2:26][N:25]([C:15]([O:17][CH2:18][C:19]2[CH:24]=[CH:23][CH:22]=[CH:21][CH:20]=2)=[O:16])[CH2:30][CH2:29]1. (4) Given the reactants [CH2:1]([O:8][NH:9][C:10](=[O:29])[CH2:11][C@H:12]([C:22]1OC=C(C=O)[N:26]=1)[CH2:13][CH2:14][CH2:15][CH:16]1[CH2:21][CH2:20][CH2:19][CH2:18][CH2:17]1)[C:2]1[CH:7]=[CH:6][CH:5]=[CH:4][CH:3]=1.[CH:30]([NH2:33])([CH3:32])[CH3:31].[CH3:34][C:35]([OH:37])=O.[CH2:38](Cl)Cl, predict the reaction product. The product is: [CH2:1]([O:8][NH:9][C:10](=[O:29])[CH2:11][C@H:12]([C:22]1[O:37][CH:35]=[C:34]([CH2:38][NH:33][CH:30]([CH3:32])[CH3:31])[N:26]=1)[CH2:13][CH2:14][CH2:15][CH:16]1[CH2:17][CH2:18][CH2:19][CH2:20][CH2:21]1)[C:2]1[CH:3]=[CH:4][CH:5]=[CH:6][CH:7]=1. (5) Given the reactants C(OCC)(=O)C.[N+:7]([C:10]1[CH:20]=[CH:19][CH:18]=[CH:17][C:11]=1[O:12][CH2:13][CH2:14][C:15]#[N:16])([O-])=O.[H][H], predict the reaction product. The product is: [NH2:7][C:10]1[CH:20]=[CH:19][CH:18]=[CH:17][C:11]=1[O:12][CH2:13][CH2:14][C:15]#[N:16]. (6) Given the reactants [F:1][C:2]1[CH:7]=[CH:6][C:5]([NH:8][C:9](=[O:20])[C:10]2[CH:15]=[CH:14][CH:13]=[C:12]([C:16]([F:19])([F:18])[F:17])[CH:11]=2)=[CH:4][C:3]=1[C:21]1[N:26]2[N:27]=[CH:28][CH:29]=[C:25]2[N:24]=[CH:23][CH:22]=1.[I:30]N1C(=O)CCC1=O, predict the reaction product. The product is: [F:1][C:2]1[CH:7]=[CH:6][C:5]([NH:8][C:9](=[O:20])[C:10]2[CH:15]=[CH:14][CH:13]=[C:12]([C:16]([F:19])([F:17])[F:18])[CH:11]=2)=[CH:4][C:3]=1[C:21]1[N:26]2[N:27]=[CH:28][C:29]([I:30])=[C:25]2[N:24]=[CH:23][CH:22]=1.